This data is from Full USPTO retrosynthesis dataset with 1.9M reactions from patents (1976-2016). The task is: Predict the reactants needed to synthesize the given product. (1) Given the product [CH3:4][C:3]1[N:16]=[CH:5][C:6]([CH2:9][C:10]#[N:11])=[CH:7][N:8]=1, predict the reactants needed to synthesize it. The reactants are: FC(F)(F)[C:3]1[N:8]=[CH:7][C:6]([CH2:9][C:10]#[N:11])=[CH:5][CH:4]=1.CC1N=CC(CO)=C[N:16]=1. (2) Given the product [N:31]1[CH:36]=[CH:35][C:34]([CH2:37][CH2:38][CH2:39][N:5]2[C:1](=[O:11])[C:2]3[C:3](=[CH:7][CH:8]=[CH:9][CH:10]=3)[C:4]2=[O:6])=[CH:33][CH:32]=1, predict the reactants needed to synthesize it. The reactants are: [C:1]1(=[O:11])[NH:5][C:4](=[O:6])[C:3]2=[CH:7][CH:8]=[CH:9][CH:10]=[C:2]12.C1C=CC(P(C2C=CC=CC=2)C2C=CC=CC=2)=CC=1.[N:31]1[CH:36]=[CH:35][C:34]([CH2:37][CH2:38][CH2:39]O)=[CH:33][CH:32]=1.N(C(OCC)=O)=NC(OCC)=O. (3) Given the product [Cl:1][C:2]1[C:7](=[O:8])[N:6]([C:9]2[CH:10]=[C:11]([C:12](=[O:13])[C:31]#[CH:32])[CH:18]=[CH:19][C:20]=2[CH3:21])[C:5]([CH3:22])=[N:4][C:3]=1[O:23][CH2:24][C:25]1[N:26]=[C:27]([CH3:30])[S:28][CH:29]=1, predict the reactants needed to synthesize it. The reactants are: [Cl:1][C:2]1[C:7](=[O:8])[N:6]([C:9]2[CH:10]=[C:11]([CH:18]=[CH:19][C:20]=2[CH3:21])[C:12](N(OC)C)=[O:13])[C:5]([CH3:22])=[N:4][C:3]=1[O:23][CH2:24][C:25]1[N:26]=[C:27]([CH3:30])[S:28][CH:29]=1.[C:31]([Mg]Br)#[CH:32]. (4) Given the product [CH3:32][C:8]1[CH:7]=[C:4]([C:5]#[N:6])[CH:3]=[C:2]2[C:9]=1[CH:10]=[C:11]([CH2:12][C:13]([CH2:19][C:20]1([CH3:31])[C:29]3[C:24](=[CH:25][CH:26]=[C:27]([F:30])[CH:28]=3)[O:23][CH2:22][CH2:21]1)([OH:18])[C:14]([F:15])([F:16])[F:17])[NH:1]2, predict the reactants needed to synthesize it. The reactants are: [NH2:1][C:2]1[CH:3]=[C:4]([CH:7]=[C:8]([CH3:32])[C:9]=1[C:10]#[C:11][CH2:12][C:13]([CH2:19][C:20]1([CH3:31])[C:29]2[C:24](=[CH:25][CH:26]=[C:27]([F:30])[CH:28]=2)[O:23][CH2:22][CH2:21]1)([OH:18])[C:14]([F:17])([F:16])[F:15])[C:5]#[N:6].FC(F)(F)C(OC(=O)C(F)(F)F)=O.CN(C)C(=N)N(C)C. (5) Given the product [CH:28]1([C:34]([C:3]2[C:4](=[O:16])[O:5][C:6]([CH3:15])([CH2:7][CH2:8][C:9]3[CH:14]=[CH:13][CH:12]=[CH:11][CH:10]=3)[C:2]=2[OH:1])=[O:35])[CH2:33][CH2:32][CH2:31][CH2:30][CH2:29]1, predict the reactants needed to synthesize it. The reactants are: [OH:1][C:2]1[C:6]([CH3:15])([CH2:7][CH2:8][C:9]2[CH:14]=[CH:13][CH:12]=[CH:11][CH:10]=2)[O:5][C:4](=[O:16])[CH:3]=1.CCN(CC)CC.C(Cl)CCl.[CH:28]1([C:34](O)=[O:35])[CH2:33][CH2:32][CH2:31][CH2:30][CH2:29]1.Cl.[Na+].[Cl-]. (6) Given the product [Cl:24][C:21]1[CH:22]=[CH:23][C:18]([NH:1][C@H:2]2[C:11]3[C:6](=[CH:7][CH:8]=[CH:9][CH:10]=3)[N:5]([C:12](=[O:14])[CH3:13])[C@@H:4]([CH3:15])[C@@H:3]2[CH3:16])=[C:19]([O:25][CH3:26])[CH:20]=1, predict the reactants needed to synthesize it. The reactants are: [NH2:1][C@H:2]1[C:11]2[C:6](=[CH:7][CH:8]=[CH:9][CH:10]=2)[N:5]([C:12](=[O:14])[CH3:13])[C@@H:4]([CH3:15])[C@@H:3]1[CH3:16].Br[C:18]1[CH:23]=[CH:22][C:21]([Cl:24])=[CH:20][C:19]=1[O:25][CH3:26].CN(C1C(C2C(P(C3CCCCC3)C3CCCCC3)=CC=CC=2)=CC=CC=1)C.CC(C)([O-])C.[Na+]. (7) The reactants are: [CH:1]1([C:6]2[C:7]3[C:14]([I:15])=[CH:13][NH:12][C:8]=3[N:9]=[CH:10][N:11]=2)[CH2:5][CH2:4][CH2:3][CH2:2]1.[H-].[Na+].[C:18]1([S:24](Cl)(=[O:26])=[O:25])[CH:23]=[CH:22][CH:21]=[CH:20][CH:19]=1. Given the product [C:18]1([S:24]([N:12]2[C:8]3[N:9]=[CH:10][N:11]=[C:6]([CH:1]4[CH2:2][CH2:3][CH2:4][CH2:5]4)[C:7]=3[C:14]([I:15])=[CH:13]2)(=[O:26])=[O:25])[CH:23]=[CH:22][CH:21]=[CH:20][CH:19]=1, predict the reactants needed to synthesize it.